Predict the product of the given reaction. From a dataset of Forward reaction prediction with 1.9M reactions from USPTO patents (1976-2016). (1) Given the reactants [BH4-].[Na+].[CH3:3][N:4]1[C:8]([CH2:9][C:10]([C:12]2[S:13][CH:14]=[CH:15][N:16]=2)=[O:11])=[CH:7][N:6]=[CH:5]1, predict the reaction product. The product is: [CH3:3][N:4]1[C:8]([CH2:9][CH:10]([C:12]2[S:13][CH:14]=[CH:15][N:16]=2)[OH:11])=[CH:7][N:6]=[CH:5]1. (2) Given the reactants [Cl:1][C:2]1[C:3]([C:8]2(O)[CH2:17][CH2:16][C:11]3([O:15][CH2:14][CH2:13][O:12]3)[CH2:10][CH2:9]2)=[N:4][CH:5]=[CH:6][CH:7]=1.C(N(S(F)(F)[F:25])CC)C, predict the reaction product. The product is: [Cl:1][C:2]1[C:3]([C:8]2([F:25])[CH2:17][CH2:16][C:11]3([O:15][CH2:14][CH2:13][O:12]3)[CH2:10][CH2:9]2)=[N:4][CH:5]=[CH:6][CH:7]=1. (3) The product is: [CH3:19][O:8][C:7](=[O:9])[C:6]1[CH:10]=[C:2]([F:1])[CH:3]=[CH:4][C:5]=1[I:11]. Given the reactants [F:1][C:2]1[CH:3]=[CH:4][C:5]([I:11])=[C:6]([CH:10]=1)[C:7]([OH:9])=[O:8].OS(O)(=O)=O.[OH-].[Na+].[CH3:19]O, predict the reaction product. (4) Given the reactants [F:1][C:2]1[CH:9]=[C:8]([OH:10])[CH:7]=[CH:6][C:3]=1[CH:4]=[O:5].[N+:11]([O-])([OH:13])=[O:12], predict the reaction product. The product is: [F:1][C:2]1[CH:9]=[C:8]([OH:10])[C:7]([N+:11]([O-:13])=[O:12])=[CH:6][C:3]=1[CH:4]=[O:5]. (5) Given the reactants [CH3:1][C:2]1[C:7]([Cl:8])=[C:6]([OH:9])[C:5]([CH2:10]/[CH:11]=[C:12](/[CH2:14][CH2:15][CH:16]=[C:17]([CH3:19])[CH3:18])\[CH3:13])=[C:4]([OH:20])[C:3]=1[CH:21]=[O:22].[H][H], predict the reaction product. The product is: [Cl:8][C:7]1[C:2]([CH3:1])=[C:3]([C:4]([OH:20])=[C:5]([CH2:10][CH2:11][CH:12]([CH3:13])[CH2:14][CH2:15][CH2:16][CH:17]([CH3:19])[CH3:18])[C:6]=1[OH:9])[CH:21]=[O:22]. (6) Given the reactants [C@@H]1(N2C=NC(N)=NC2=O)O[C@H](CO)[C@@H](O)C1.[NH:17]1[CH:24]=[N:23][C:21]([NH2:22])=[N:20][C:18]1=[O:19].C(O[CH:29]1[O:37][C@H:36]([CH2:38][O:39][C:40](=[O:42])[CH3:41])[C@@H:31]([O:32][C:33](=[O:35])[CH3:34])[CH2:30]1)(=O)C.C(Cl)(=O)C, predict the reaction product. The product is: [C:33]([O:32][C@@H:31]1[C@@H:36]([CH2:38][O:39][C:40](=[O:42])[CH3:41])[O:37][CH:29]([N:17]2[CH:24]=[N:23][C:21]([NH2:22])=[N:20][C:18]2=[O:19])[CH2:30]1)(=[O:35])[CH3:34].